This data is from Full USPTO retrosynthesis dataset with 1.9M reactions from patents (1976-2016). The task is: Predict the reactants needed to synthesize the given product. (1) The reactants are: [Cl:1][C:2]1[CH:10]=[C:9]2[C:5]([C:6]([C:11](=[O:16])[C:12]([F:15])([F:14])[F:13])=[CH:7][NH:8]2)=[CH:4][CH:3]=1.C(=O)([O-])[O-].[K+].[K+].I[CH2:24][CH2:25][CH2:26][CH3:27]. Given the product [CH2:24]([N:8]1[C:9]2[C:5](=[CH:4][CH:3]=[C:2]([Cl:1])[CH:10]=2)[C:6]([C:11](=[O:16])[C:12]([F:13])([F:14])[F:15])=[CH:7]1)[CH2:25][CH2:26][CH3:27], predict the reactants needed to synthesize it. (2) Given the product [C:4]1([CH3:3])[CH:5]=[CH:6][C:7]([S:10]([N:13]2[CH2:21][C:16]3([CH2:19][O:18][CH2:17]3)[CH2:15]2)(=[O:12])=[O:11])=[CH:8][CH:9]=1, predict the reactants needed to synthesize it. The reactants are: [OH-].[K+].[CH3:3][C:4]1[CH:9]=[CH:8][C:7]([S:10]([NH2:13])(=[O:12])=[O:11])=[CH:6][CH:5]=1.Br[CH2:15][C:16]([CH2:21]Br)([CH2:19]Br)[CH2:17][OH:18]. (3) Given the product [Cl:19][C:16]1[CH:17]=[CH:18][C:13]([C:10]2[CH:9]=[C:8]([CH2:20][CH3:21])[C:7]([B:22]([OH:25])[OH:23])=[CH:12][CH:11]=2)=[CH:14][CH:15]=1, predict the reactants needed to synthesize it. The reactants are: C([Li])CCC.Br[C:7]1[CH:12]=[CH:11][C:10]([C:13]2[CH:18]=[CH:17][C:16]([Cl:19])=[CH:15][CH:14]=2)=[CH:9][C:8]=1[CH2:20][CH3:21].[B:22](OC)([O:25]C)[O:23]C.Cl. (4) Given the product [F:27][C:23]1[CH:22]=[C:21]([C:20]2[C:14]3[O:13][CH:12]([CH2:11][NH2:10])[CH2:16][C:15]=3[CH:17]=[CH:18][CH:19]=2)[CH:26]=[CH:25][CH:24]=1, predict the reactants needed to synthesize it. The reactants are: C(OC(=O)[NH:10][CH2:11][CH:12]1[CH2:16][C:15]2[CH:17]=[CH:18][CH:19]=[C:20]([C:21]3[CH:26]=[CH:25][CH:24]=[C:23]([F:27])[CH:22]=3)[C:14]=2[O:13]1)C1C=CC=CC=1. (5) Given the product [CH:34]1[C:33]2[C:32](=[CH:7][C:6]3[C:5]([C:4]=2[NH:1][CH3:41])=[CH:18][CH:13]=[CH:12][CH:11]=3)[CH:37]=[CH:36][CH:35]=1.[NH2:1][CH2:4][C:5]1[C:6]2[C:11]([CH:12]=[C:13]3[C:18]=1[CH:17]=[CH:16][CH:15]=[CH:14]3)=[CH:10][CH:9]=[CH:8][CH:7]=2, predict the reactants needed to synthesize it. The reactants are: [N:1]([CH2:4][C:5]1[C:6]2[C:11]([CH:12]=[C:13]3[C:18]=1[CH:17]=[CH:16][CH:15]=[CH:14]3)=[CH:10][CH:9]=[CH:8][CH:7]=2)=[N+]=[N-].[C:32]1(P([C:32]2[CH:37]=[CH:36][CH:35]=[CH:34][CH:33]=2)[C:32]2[CH:37]=[CH:36][CH:35]=[CH:34][CH:33]=2)[CH:37]=[CH:36][CH:35]=[CH:34][CH:33]=1.O.Cl.O1CCC[CH2:41]1. (6) Given the product [CH2:1]([O:8][C:9](=[O:42])[N:10]([C@@H:16]([CH2:36][CH2:37][CH:38]([F:41])[CH2:39][NH:40][C:67](=[O:68])[C@H:53]([CH:54]([C:55]1[CH:56]=[CH:57][CH:58]=[CH:59][CH:60]=1)[C:61]1[CH:62]=[CH:63][CH:64]=[CH:65][CH:66]=1)[NH:52][C:50]([O:49][CH3:48])=[O:51])[CH2:17][O:18][Si:19]([C:32]([CH3:35])([CH3:33])[CH3:34])([C:26]1[CH:27]=[CH:28][CH:29]=[CH:30][CH:31]=1)[C:20]1[CH:25]=[CH:24][CH:23]=[CH:22][CH:21]=1)[CH2:11][CH2:12][CH:13]([CH3:15])[CH3:14])[C:2]1[CH:7]=[CH:6][CH:5]=[CH:4][CH:3]=1, predict the reactants needed to synthesize it. The reactants are: [CH2:1]([O:8][C:9](=[O:42])[N:10]([C@@H:16]([CH2:36][CH2:37][CH:38]([F:41])[CH2:39][NH2:40])[CH2:17][O:18][Si:19]([C:32]([CH3:35])([CH3:34])[CH3:33])([C:26]1[CH:31]=[CH:30][CH:29]=[CH:28][CH:27]=1)[C:20]1[CH:25]=[CH:24][CH:23]=[CH:22][CH:21]=1)[CH2:11][CH2:12][CH:13]([CH3:15])[CH3:14])[C:2]1[CH:7]=[CH:6][CH:5]=[CH:4][CH:3]=1.C([O-])(O)=O.[Na+].[CH3:48][O:49][C:50]([NH:52][C@H:53]([C:67](ON1C(=O)CCC1=O)=[O:68])[CH:54]([C:61]1[CH:66]=[CH:65][CH:64]=[CH:63][CH:62]=1)[C:55]1[CH:60]=[CH:59][CH:58]=[CH:57][CH:56]=1)=[O:51].